Predict the reactants needed to synthesize the given product. From a dataset of Full USPTO retrosynthesis dataset with 1.9M reactions from patents (1976-2016). (1) Given the product [CH2:5]([N:1]=[N+:2]=[N-:3])[CH2:6][CH2:7][CH2:8][CH2:9][CH2:10][CH2:5][CH2:6]/[CH:7]=[CH:8]\[CH2:9]/[CH:10]=[CH:5]\[CH2:6][CH2:7][CH2:8][CH2:9][CH3:10], predict the reactants needed to synthesize it. The reactants are: [N-:1]=[N+:2]=[N-:3].[Na+].[CH3:5][CH2:6][CH2:7][CH2:8][CH2:9][CH3:10]. (2) Given the product [F:37][CH:38]([F:42])[C:39]([N:34]1[CH2:35][CH2:36][CH:31]([O:30][C:25]2[CH:24]=[CH:23][C:22]([C:19]3[N:18]=[CH:17][N:16]=[C:15]4[C:20]=3[N:21]=[C:13]([C:10]3[CH:9]=[CH:8][C:7]([N:4]5[CH2:5][CH2:6][O:1][CH2:2][CH2:3]5)=[CH:12][CH:11]=3)[NH:14]4)=[CH:29][C:26]=2[C:27]#[N:28])[CH2:32][CH2:33]1)=[O:40], predict the reactants needed to synthesize it. The reactants are: [O:1]1[CH2:6][CH2:5][N:4]([C:7]2[CH:12]=[CH:11][C:10]([C:13]3[NH:14][C:15]4[C:20]([N:21]=3)=[C:19]([C:22]3[CH:23]=[CH:24][C:25]([O:30][CH:31]5[CH2:36][CH2:35][NH:34][CH2:33][CH2:32]5)=[C:26]([CH:29]=3)[C:27]#[N:28])[N:18]=[CH:17][N:16]=4)=[CH:9][CH:8]=2)[CH2:3][CH2:2]1.[F:37][CH:38]([F:42])[C:39](O)=[O:40].CCN(C(C)C)C(C)C.CN(C(ON1N=NC2C=CC=NC1=2)=[N+](C)C)C.F[P-](F)(F)(F)(F)F.